From a dataset of Forward reaction prediction with 1.9M reactions from USPTO patents (1976-2016). Predict the product of the given reaction. (1) Given the reactants Br[C:2]1[CH:3]=[N:4][C:5]2[NH:14][C:13](=[O:15])[C@@H:12]3[N:8]([CH2:9][CH2:10][CH2:11]3)[CH2:7][C:6]=2[CH:16]=1.[C:17]([O:21]CCCC)(=[O:20])[CH:18]=[CH2:19].C(N(C(C)C)C(C)C)C.[CH3:56][C:51]1[CH:52]=CC=C[C:50]=1P([C:50]1C=CC=[CH:52][C:51]=1[CH3:56])[C:50]1C=CC=[CH:52][C:51]=1[CH3:56], predict the reaction product. The product is: [C:51]([O:21][C:17](=[O:20])/[CH:18]=[CH:19]/[C:2]1[CH:3]=[N:4][C:5]2[NH:14][C:13](=[O:15])[C@@H:12]3[N:8]([CH2:9][CH2:10][CH2:11]3)[CH2:7][C:6]=2[CH:16]=1)([CH3:50])([CH3:52])[CH3:56]. (2) Given the reactants [N+:1]([O-:4])(O)=[O:2].[C:5]1([N:11]2[CH2:16][CH2:15][O:14][CH2:13][C:12]2=[O:17])[CH:10]=[CH:9][CH:8]=[CH:7][CH:6]=1, predict the reaction product. The product is: [N+:1]([C:8]1[CH:7]=[CH:6][C:5]([N:11]2[CH2:16][CH2:15][O:14][CH2:13][C:12]2=[O:17])=[CH:10][CH:9]=1)([O-:4])=[O:2]. (3) Given the reactants [CH:1]1([C:5]([O:7]CC)=O)[CH2:4][CH2:3][CH2:2]1.[CH3:10][C:11]([CH3:13])=[O:12], predict the reaction product. The product is: [CH:1]1([C:5](=[O:7])[CH2:10][C:11](=[O:12])[CH3:13])[CH2:2][CH2:3][CH2:4]1. (4) The product is: [CH3:1][O:2][C:3](=[O:12])[C:4]1[CH:9]=[C:8]([C:17]2[CH:18]=[CH:19][C:14]([Cl:13])=[CH:15][CH:16]=2)[C:7]([Cl:11])=[N:6][CH:5]=1. Given the reactants [CH3:1][O:2][C:3](=[O:12])[C:4]1[CH:9]=[C:8](Br)[C:7]([Cl:11])=[N:6][CH:5]=1.[Cl:13][C:14]1[CH:19]=[CH:18][C:17](B(O)O)=[CH:16][CH:15]=1.C(=O)([O-])[O-].[Na+].[Na+], predict the reaction product. (5) Given the reactants Br[C:2]1[CH:7]=[CH:6][C:5]([C:8]([F:11])([F:10])[F:9])=[CH:4][C:3]=1[F:12].[CH3:13][C:14]([O:17][C:18]([N:20]1[CH2:25][CH2:24][NH:23][CH2:22][CH2:21]1)=[O:19])([CH3:16])[CH3:15].CC(C)([O-])C.[Na+].C1(P(C2CCCCC2)C2C=CC=CC=2C2C=CC=CC=2)CCCCC1, predict the reaction product. The product is: [C:14]([O:17][C:18]([N:20]1[CH2:25][CH2:24][N:23]([C:2]2[CH:7]=[CH:6][C:5]([C:8]([F:11])([F:10])[F:9])=[CH:4][C:3]=2[F:12])[CH2:22][CH2:21]1)=[O:19])([CH3:16])([CH3:13])[CH3:15]. (6) The product is: [C:16]([C:14]1[CH:13]=[C:12]([NH:20][S:21]([CH3:24])(=[O:22])=[O:23])[C:11]([O:25][CH3:26])=[C:10]([NH:9][C:7](=[O:8])[C:6]2[CH:27]=[CH:28][C:29]([CH3:30])=[C:4]([N:1]3[CH:32]=[C:31]([C:33]4[CH:38]=[N:37][C:36]([N:39]([CH3:41])[CH3:40])=[CH:35][CH:34]=4)[N:3]=[N:2]3)[CH:5]=2)[CH:15]=1)([CH3:18])([CH3:19])[CH3:17]. Given the reactants [N:1]([C:4]1[CH:5]=[C:6]([CH:27]=[CH:28][C:29]=1[CH3:30])[C:7]([NH:9][C:10]1[CH:15]=[C:14]([C:16]([CH3:19])([CH3:18])[CH3:17])[CH:13]=[C:12]([NH:20][S:21]([CH3:24])(=[O:23])=[O:22])[C:11]=1[O:25][CH3:26])=[O:8])=[N+:2]=[N-:3].[C:31]([C:33]1[CH:34]=[CH:35][C:36]([N:39]([CH3:41])[CH3:40])=[N:37][CH:38]=1)#[CH:32], predict the reaction product.